From a dataset of Full USPTO retrosynthesis dataset with 1.9M reactions from patents (1976-2016). Predict the reactants needed to synthesize the given product. (1) Given the product [CH2:1]([N:3]([CH2:18][CH3:19])[C:4](=[O:17])[C:5]1[CH:10]=[CH:9][C:8]([CH:32]=[CH2:33])=[CH:7][C:6]=1[O:12][C:13]([F:16])([F:15])[F:14])[CH3:2], predict the reactants needed to synthesize it. The reactants are: [CH2:1]([N:3]([CH2:18][CH3:19])[C:4](=[O:17])[C:5]1[CH:10]=[CH:9][C:8](Br)=[CH:7][C:6]=1[O:12][C:13]([F:16])([F:15])[F:14])[CH3:2].C(=O)([O-])[O-].[K+].[K+].B1(C=C)OB([CH:32]=[CH2:33])OB(C=C)O1.C1C=CN=CC=1.O. (2) Given the product [CH3:21][C:19]1([CH3:22])[CH2:18][O:17][C:16]([C:12]2[CH:11]=[C:10]3[C:15](=[CH:14][CH:13]=2)[N:6]=[CH:7][CH:8]=[C:9]3[CH2:23][C:24]2[CH:29]=[CH:28][C:27]([C:30]3[CH:35]=[CH:34][CH:33]=[CH:32][CH:31]=3)=[CH:26][CH:25]=2)=[N:20]1, predict the reactants needed to synthesize it. The reactants are: C(OC([N:6]1[C:15]2[C:10](=[CH:11][C:12]([C:16]3[O:17][CH2:18][C:19]([CH3:22])([CH3:21])[N:20]=3)=[CH:13][CH:14]=2)[C:9]([CH2:23][C:24]2[CH:29]=[CH:28][C:27]([C:30]3[CH:35]=[CH:34][CH:33]=[CH:32][CH:31]=3)=[CH:26][CH:25]=2)=[CH:8][CH:7]1P(OC)(OC)=O)=O)C.[OH-].[Na+]. (3) Given the product [CH3:10][C:9]1[O:8][N:7]=[C:6]([C:11]2[CH:16]=[CH:15][CH:14]=[C:13]([C:17]([F:20])([F:18])[F:19])[CH:12]=2)[C:5]=1[C:3]([OH:4])=[O:2], predict the reactants needed to synthesize it. The reactants are: C[O:2][C:3]([C:5]1[C:6]([C:11]2[CH:16]=[CH:15][CH:14]=[C:13]([C:17]([F:20])([F:19])[F:18])[CH:12]=2)=[N:7][O:8][C:9]=1[CH3:10])=[O:4].[OH-].[Na+]. (4) Given the product [NH2:18][C:19]1[C:20]([C:21]([C:2]2[CH:7]=[CH:6][CH:5]=[CH:4][C:3]=2[O:8][C:9]([F:12])([F:11])[F:10])=[O:22])=[CH:27][C:28]([Br:31])=[CH:29][N:30]=1, predict the reactants needed to synthesize it. The reactants are: Br[C:2]1[CH:7]=[CH:6][CH:5]=[CH:4][C:3]=1[O:8][C:9]([F:12])([F:11])[F:10].C([Li])CCC.[NH2:18][C:19]1[N:30]=[CH:29][C:28]([Br:31])=[CH:27][C:20]=1[C:21](N(OC)C)=[O:22].